From a dataset of Full USPTO retrosynthesis dataset with 1.9M reactions from patents (1976-2016). Predict the reactants needed to synthesize the given product. (1) Given the product [Cl:15][C:16]1[C:23]([N+:24]([O-:26])=[O:25])=[CH:22][C:19]([C:20]#[N:21])=[CH:18][C:17]=1[O:27][CH:36]1[CH2:35][CH2:34][N:33]([C:29]2([CH3:28])[CH2:30][O:31][CH2:32]2)[CH2:38][CH2:37]1, predict the reactants needed to synthesize it. The reactants are: CC(OC(/N=N/C(OC(C)C)=O)=O)C.[Cl:15][C:16]1[C:23]([N+:24]([O-:26])=[O:25])=[CH:22][C:19]([C:20]#[N:21])=[CH:18][C:17]=1[OH:27].[CH3:28][C:29]1([N:33]2[CH2:38][CH2:37][CH:36](O)[CH2:35][CH2:34]2)[CH2:32][O:31][CH2:30]1.C1C=CC(P(C2C=CC=CC=2)C2C=CC=CC=2)=CC=1. (2) Given the product [NH2:1][C:4]1[CH:5]=[C:6]2[C:10](=[CH:11][CH:12]=1)[N:9]([CH2:13][C:14]([O:16][CH2:17][C:18]1[CH:23]=[CH:22][CH:21]=[CH:20][CH:19]=1)=[O:15])[CH2:8][CH2:7]2, predict the reactants needed to synthesize it. The reactants are: [N+:1]([C:4]1[CH:5]=[C:6]2[C:10](=[CH:11][CH:12]=1)[N:9]([CH2:13][C:14]([O:16][CH2:17][C:18]1[CH:23]=[CH:22][CH:21]=[CH:20][CH:19]=1)=[O:15])[CH2:8][CH2:7]2)([O-])=O.[Cl-].[NH4+]. (3) Given the product [N+:1]([C:4]1[CH:5]=[CH:6][C:7]([CH2:10][C:11]([O:13][CH3:14])=[O:12])=[N:8][CH:9]=1)([O-:3])=[O:2], predict the reactants needed to synthesize it. The reactants are: [N+:1]([C:4]1[CH:5]=[CH:6][C:7]([CH:10](C(OC)=O)[C:11]([O:13][CH3:14])=[O:12])=[N:8][CH:9]=1)([O-:3])=[O:2].[Na+].[Cl-]. (4) Given the product [Cl:25][C:23]1[CH:22]=[CH:21][C:12]([O:13][CH:14]2[CH2:19][CH2:18][CH:17]([OH:20])[CH2:16][CH2:15]2)=[C:11]([NH:10][C:35]([C:28]2[CH:27]=[N:26][N:30]3[CH:31]=[CH:32][CH:33]=[N:34][C:29]=23)=[O:36])[CH:24]=1, predict the reactants needed to synthesize it. The reactants are: C(N(C(C)C)CC)(C)C.[NH2:10][C:11]1[CH:24]=[C:23]([Cl:25])[CH:22]=[CH:21][C:12]=1[O:13][CH:14]1[CH2:19][CH2:18][CH:17]([OH:20])[CH2:16][CH2:15]1.[N:26]1[N:30]2[CH:31]=[CH:32][CH:33]=[N:34][C:29]2=[C:28]([C:35](O)=[O:36])[CH:27]=1.CN(C(ON1N=NC2C=CC=CC1=2)=[N+](C)C)C.F[P-](F)(F)(F)(F)F. (5) Given the product [CH:7]1([O:12][C:13]2[C:18]([O:19][CH:20]([F:21])[F:22])=[CH:17][N:16]=[C:15]([C:23]([OH:30])=[O:24])[CH:14]=2)[CH2:8][CH2:9][CH2:10][CH2:11]1, predict the reactants needed to synthesize it. The reactants are: [Mn]([O-])(=O)(=O)=O.[K+].[CH:7]1([O:12][C:13]2[C:18]([O:19][CH:20]([F:22])[F:21])=[CH:17][N:16]=[C:15]([CH2:23][OH:24])[CH:14]=2)[CH2:11][CH2:10][CH2:9][CH2:8]1.[OH-].[K+].C([OH:30])(C)C. (6) Given the product [CH2:30]([O:37][C@H:38]1[CH2:42][N:41]([C:43]([O:45][C:46]([CH3:47])([CH3:48])[CH3:49])=[O:44])[C@@H:40]([C@@H:50]([OH:51])[C@@H:8]([N+:9]([O-:11])=[O:10])[CH2:7][C:1]2[CH:6]=[CH:5][CH:4]=[CH:3][CH:2]=2)[CH2:39]1)[C:31]1[CH:36]=[CH:35][CH:34]=[CH:33][CH:32]=1, predict the reactants needed to synthesize it. The reactants are: [C:1]1([CH2:7][CH2:8][N+:9]([O-:11])=[O:10])[CH:6]=[CH:5][CH:4]=[CH:3][CH:2]=1.[F-].C([N+](CCCC)(CCCC)CCCC)CCC.[CH2:30]([O:37][C@H:38]1[CH2:42][N:41]([C:43]([O:45][C:46]([CH3:49])([CH3:48])[CH3:47])=[O:44])[C@H:40]([CH:50]=[O:51])[CH2:39]1)[C:31]1[CH:36]=[CH:35][CH:34]=[CH:33][CH:32]=1.